From a dataset of Catalyst prediction with 721,799 reactions and 888 catalyst types from USPTO. Predict which catalyst facilitates the given reaction. (1) Reactant: [NH2:1][CH2:2][C:3]([NH:5][C@H:6]1[CH2:11][CH2:10][C@@H:9]([NH:12][C:13]([CH3:16])([CH3:15])[CH3:14])[CH2:8][C@H:7]1[CH2:17][CH2:18][CH2:19][CH3:20])=[O:4].[F:21][C:22]([F:33])([F:32])[C:23]1[CH:24]=[C:25]([CH:29]=[CH:30][CH:31]=1)[C:26](O)=[O:27].CCN=C=NCCCN(C)C.C1C=CC2N(O)N=NC=2C=1.C(N(CC)CC)C. Product: [CH2:17]([C@@H:7]1[CH2:8][C@H:9]([NH:12][C:13]([CH3:14])([CH3:15])[CH3:16])[CH2:10][CH2:11][C@@H:6]1[NH:5][C:3](=[O:4])[CH2:2][NH:1][C:26](=[O:27])[C:25]1[CH:29]=[CH:30][CH:31]=[C:23]([C:22]([F:21])([F:32])[F:33])[CH:24]=1)[CH2:18][CH2:19][CH3:20]. The catalyst class is: 2. (2) Reactant: [Cl:1][C:2]1[CH:32]=[CH:31][C:5]([CH2:6][CH2:7][NH:8][C:9]([C:11]2[CH:30]=[CH:29][C:14]([O:15][C:16]3[CH:21]=[CH:20][C:19]([CH2:22][C:23]([O:25]C)=[O:24])=[CH:18][C:17]=3[O:27][CH3:28])=[CH:13][CH:12]=2)=[O:10])=[CH:4][CH:3]=1.[OH-].[Na+]. Product: [Cl:1][C:2]1[CH:3]=[CH:4][C:5]([CH2:6][CH2:7][NH:8][C:9]([C:11]2[CH:12]=[CH:13][C:14]([O:15][C:16]3[CH:21]=[CH:20][C:19]([CH2:22][C:23]([OH:25])=[O:24])=[CH:18][C:17]=3[O:27][CH3:28])=[CH:29][CH:30]=2)=[O:10])=[CH:31][CH:32]=1. The catalyst class is: 92. (3) Reactant: [CH3:1][O:2][C:3]1[CH:8]=[CH:7][C:6]([C:9](=[O:17])[CH2:10][C:11]2[CH:16]=[CH:15][CH:14]=[CH:13][CH:12]=2)=[C:5]([C:18]#[C:19][CH2:20][CH:21]([CH3:23])[CH3:22])[CH:4]=1.C[Si]([N-][Si](C)(C)C)(C)C.[K+]. Product: [CH3:1][O:2][C:3]1[CH:4]=[C:5]2[C:6](=[CH:7][CH:8]=1)[C:9]([OH:17])=[C:10]([C:11]1[CH:16]=[CH:15][CH:14]=[CH:13][CH:12]=1)[C:19]([CH2:20][CH:21]([CH3:23])[CH3:22])=[CH:18]2. The catalyst class is: 11. (4) Reactant: [NH2:1][CH2:2][C:3]1[CH:16]=[CH:15][C:14]2[O:13][C:12]3[C:7]4=[C:8]([C:17](=[O:20])[NH:18][N:19]=[C:6]4[C:5]=2[CH:4]=1)[CH:9]=[CH:10][CH:11]=3.[CH3:21][N:22]([C:24]1[CH:29]=[CH:28][C:27]([N:30]=[N:31][C:32]2[CH:37]=[CH:36][C:35]([S:38](Cl)(=[O:40])=[O:39])=[CH:34][CH:33]=2)=[CH:26][CH:25]=1)[CH3:23]. Product: [CH3:21][N:22]([CH3:23])[C:24]1[CH:25]=[CH:26][C:27]([N:30]=[N:31][C:32]2[CH:37]=[CH:36][C:35]([S:38]([NH:1][CH2:2][C:3]3[CH:16]=[CH:15][C:14]4[O:13][C:12]5[C:7]6=[C:8]([C:17](=[O:20])[NH:18][N:19]=[C:6]6[C:5]=4[CH:4]=3)[CH:9]=[CH:10][CH:11]=5)(=[O:40])=[O:39])=[CH:34][CH:33]=2)=[CH:28][CH:29]=1. The catalyst class is: 3. (5) Reactant: [Cl:1][C:2]1[CH:7]=[CH:6][C:5]([N+:8]([O-:10])=[O:9])=[C:4](F)[CH:3]=1.[NH2:12][CH:13]1[CH2:18][CH2:17][N:16]([C:19]([O:21][CH2:22][CH3:23])=[O:20])[CH2:15][CH2:14]1. Product: [CH2:22]([O:21][C:19]([N:16]1[CH2:15][CH2:14][CH:13]([NH:12][C:4]2[CH:3]=[C:2]([Cl:1])[CH:7]=[CH:6][C:5]=2[N+:8]([O-:10])=[O:9])[CH2:18][CH2:17]1)=[O:20])[CH3:23]. The catalyst class is: 85. (6) Reactant: [CH3:13][C:12]([O:11][C:9](O[C:9]([O:11][C:12]([CH3:15])([CH3:14])[CH3:13])=[O:10])=[O:10])([CH3:15])[CH3:14].[C:16]([CH2:18][CH2:19][NH:20][CH2:21][C:22]([CH3:28])([CH3:27])[C:23]([O:25][CH3:26])=[O:24])#[N:17]. Product: [C:12]([O:11][C:9]([N:20]([CH2:19][CH2:18][C:16]#[N:17])[CH2:21][C:22]([CH3:28])([CH3:27])[C:23]([O:25][CH3:26])=[O:24])=[O:10])([CH3:13])([CH3:14])[CH3:15]. The catalyst class is: 1.